This data is from Forward reaction prediction with 1.9M reactions from USPTO patents (1976-2016). The task is: Predict the product of the given reaction. Given the reactants CS([C:5]1[C:13]2[N:12]=[N:11][NH:10][C:9]=2[CH:8]=[CH:7][CH:6]=1)(=O)=O.[O:14]1[CH:18]=[CH:17][CH:16]=[C:15]1[C:19](O)=[O:20].C(N(CC)CC)C.C1COCC1, predict the reaction product. The product is: [N:12]1([C:19]([C:15]2[O:14][CH:18]=[CH:17][CH:16]=2)=[O:20])[C:13]2[CH:5]=[CH:6][CH:7]=[CH:8][C:9]=2[N:10]=[N:11]1.